Dataset: Ames mutagenicity test results for genotoxicity prediction. Task: Regression/Classification. Given a drug SMILES string, predict its toxicity properties. Task type varies by dataset: regression for continuous values (e.g., LD50, hERG inhibition percentage) or binary classification for toxic/non-toxic outcomes (e.g., AMES mutagenicity, cardiotoxicity, hepatotoxicity). Dataset: ames. (1) The drug is NCC(=O)O. The result is 0 (non-mutagenic). (2) The compound is C=CCc1ccc(O)cc1. The result is 0 (non-mutagenic). (3) The drug is Nc1ccc2c(c1)C(=O)c1ccccc1C2=O. The result is 1 (mutagenic). (4) The molecule is O=[N+]([O-])c1ccc(Nc2[nH]cnc3ncnc2-3)cc1. The result is 0 (non-mutagenic). (5) The drug is Nc1c(N=Nc2ccc([N+](=O)[O-])cc2)c(S(=O)(=O)O)cc2cc(S(=O)(=O)O)c(N=Nc3ccccc3)c(O)c12. The result is 1 (mutagenic). (6) The drug is Cc1cc2c(O)cccc2c2cc3ccccc3cc12. The result is 1 (mutagenic). (7) The compound is CCN(CC)c1ccc(N=Nc2ccc([N+](=O)[O-])cc2C#N)cc1. The result is 1 (mutagenic). (8) The molecule is Nc1cccc(O)c1. The result is 1 (mutagenic).